The task is: Predict the product of the given reaction.. This data is from Forward reaction prediction with 1.9M reactions from USPTO patents (1976-2016). (1) Given the reactants C1(C(C2C=CC=CC=2)(C2C=CC=CC=2)[NH:8][C@H:9]([C:31]([O:33][CH3:34])=[O:32])[CH2:10][O:11][C:12]2[CH:13]=[C:14]([C:18]3[CH:23]=[CH:22][CH:21]=[C:20]([NH:24][C:25]([NH:27][CH2:28][CH2:29][CH3:30])=[O:26])[CH:19]=3)[CH:15]=[CH:16][CH:17]=2)C=CC=CC=1.[ClH:47], predict the reaction product. The product is: [ClH:47].[CH2:28]([NH:27][C:25]([NH:24][C:20]1[CH:19]=[C:18]([C:14]2[CH:15]=[CH:16][CH:17]=[C:12]([O:11][CH2:10][C@@H:9]([C:31]([O:33][CH3:34])=[O:32])[NH2:8])[CH:13]=2)[CH:23]=[CH:22][CH:21]=1)=[O:26])[CH2:29][CH3:30]. (2) Given the reactants [CH3:1][O:2][CH2:3][CH2:4][N:5]1[CH2:10][CH2:9][N:8]([C:11]2[CH:16]=[CH:15][C:14]([N+:17]([O-])=O)=[CH:13][CH:12]=2)[CH2:7][CH2:6]1.[H][H], predict the reaction product. The product is: [CH3:1][O:2][CH2:3][CH2:4][N:5]1[CH2:10][CH2:9][N:8]([C:11]2[CH:16]=[CH:15][C:14]([NH2:17])=[CH:13][CH:12]=2)[CH2:7][CH2:6]1. (3) Given the reactants IC1[C:3]([O:22]C)=[CH:4][C:5]([O:20]C)=[C:6]([C:8]2[N:12]([C:13]3[CH:18]=[CH:17][CH:16]=[C:15]([CH3:19])[CH:14]=3)[N:11]=[CH:10][CH:9]=2)[CH:7]=1.[CH3:24][C:25]([CH2:27][CH3:28])=[CH2:26].[CH3:29]COCC, predict the reaction product. The product is: [CH3:26][CH:25]([CH2:24][CH3:29])[CH2:27][C:28]1[C:3]([OH:22])=[CH:4][C:5]([OH:20])=[C:6]([C:8]2[N:12]([C:13]3[CH:18]=[CH:17][CH:16]=[C:15]([CH3:19])[CH:14]=3)[N:11]=[CH:10][CH:9]=2)[CH:7]=1. (4) Given the reactants [CH3:1][C:2]1[CH:3]=[C:4]([CH:18]=[CH:19][C:20]=1[N+:21]([O-])=O)[O:5][CH2:6][O:7][C:8]1[CH:13]=[CH:12][C:11]([N+:14]([O-])=O)=[C:10]([CH3:17])[CH:9]=1.O.NN, predict the reaction product. The product is: [CH2:6]([O:5][C:4]1[CH:18]=[CH:19][C:20]([NH2:21])=[C:2]([CH3:1])[CH:3]=1)[O:7][C:8]1[CH:13]=[CH:12][C:11]([NH2:14])=[C:10]([CH3:17])[CH:9]=1. (5) Given the reactants [Br:1][C:2]1[CH:3]=[C:4]([CH:6]=[C:7]([CH2:9][O:10][CH3:11])[CH:8]=1)[NH2:5].Cl[C:13]1[N:18]=[C:17]([C:19]([F:22])([F:21])[F:20])[CH:16]=[CH:15][N:14]=1.CS(O)(=O)=O, predict the reaction product. The product is: [Br:1][C:2]1[CH:3]=[C:4]([NH:5][C:13]2[N:18]=[C:17]([C:19]([F:22])([F:21])[F:20])[CH:16]=[CH:15][N:14]=2)[CH:6]=[C:7]([CH2:9][O:10][CH3:11])[CH:8]=1. (6) The product is: [N:3]1([CH:14]([C:18]2[CH:23]=[CH:22][C:21]([NH:24][C:25](=[O:27])[CH3:26])=[CH:20][CH:19]=2)[CH:15]([CH3:17])[CH3:16])[CH:7]=[CH:6][N:5]=[CH:4]1. Given the reactants C([N:3]1[CH:7]=[CH:6][N:5]=[CH:4]1)([N:3]1[CH:7]=[CH:6][N:5]=[CH:4]1)=O.O[CH:14]([C:18]1[CH:23]=[CH:22][C:21]([NH:24][C:25](=[O:27])[CH3:26])=[CH:20][CH:19]=1)[CH:15]([CH3:17])[CH3:16], predict the reaction product. (7) Given the reactants [CH:1]([C:3]1[CH:10]=[CH:9][C:6]([CH2:7][Cl:8])=[CH:5][CH:4]=1)=[CH2:2].[CH3:11][O:12][CH2:13][CH2:14][O:15][CH2:16][CH2:17][N:18]([CH2:26][CH2:27][O:28][CH2:29][CH2:30][O:31][CH3:32])[CH2:19][CH2:20][O:21][CH2:22][CH2:23][O:24][CH3:25], predict the reaction product. The product is: [Cl-:8].[CH3:11][O:12][CH2:13][CH2:14][O:15][CH2:16][CH2:17][N+:18]([CH2:26][CH2:27][O:28][CH2:29][CH2:30][O:31][CH3:32])([CH2:19][CH2:20][O:21][CH2:22][CH2:23][O:24][CH3:25])[CH2:7][C:6]1[CH:9]=[CH:10][C:3]([CH:1]=[CH2:2])=[CH:4][CH:5]=1. (8) Given the reactants [CH3:1][C:2]1[C:7]2[N:8]=[C:9]([CH2:11][CH2:12][CH3:13])[NH:10][C:6]=2[CH:5]=[C:4]([C:14]([OH:16])=O)[CH:3]=1.[NH2:17][C@H:18]([CH2:31][C:32]1[CH:37]=[CH:36][CH:35]=[CH:34][CH:33]=1)[CH2:19][C:20]([NH:22][O:23][CH2:24][C:25]1[CH:30]=[CH:29][CH:28]=[CH:27][CH:26]=1)=[O:21].C1C=CC2N(O)N=NC=2C=1.C(Cl)CCl, predict the reaction product. The product is: [CH2:31]([C@@H:18]([NH:17][C:14]([C:4]1[CH:3]=[C:2]([CH3:1])[C:7]2[N:8]=[C:9]([CH2:11][CH2:12][CH3:13])[NH:10][C:6]=2[CH:5]=1)=[O:16])[CH2:19][C:20](=[O:21])[NH:22][O:23][CH2:24][C:25]1[CH:30]=[CH:29][CH:28]=[CH:27][CH:26]=1)[C:32]1[CH:33]=[CH:34][CH:35]=[CH:36][CH:37]=1. (9) Given the reactants [NH2:1][C:2]1[S:3][C:4]2[CH:10]=[C:9]([O:11][C:12]3[CH:13]=[C:14]([NH:18][C:19](=[O:31])[C:20]4[CH:25]=[CH:24][CH:23]=[C:22]([C:26]([C:29]#[N:30])([CH3:28])[CH3:27])[CH:21]=4)[CH:15]=[CH:16][CH:17]=3)[CH:8]=[CH:7][C:5]=2[N:6]=1.[CH:32]1([C:35](Cl)=[O:36])[CH2:34][CH2:33]1, predict the reaction product. The product is: [C:29]([C:26]([C:22]1[CH:21]=[C:20]([CH:25]=[CH:24][CH:23]=1)[C:19]([NH:18][C:14]1[CH:15]=[CH:16][CH:17]=[C:12]([O:11][C:9]2[CH:8]=[CH:7][C:5]3[N:6]=[C:2]([NH:1][C:35]([CH:32]4[CH2:34][CH2:33]4)=[O:36])[S:3][C:4]=3[CH:10]=2)[CH:13]=1)=[O:31])([CH3:27])[CH3:28])#[N:30]. (10) Given the reactants [N+:1]([C:4]1[CH:9]=[CH:8][C:7]([C:10]2[CH:11]=[CH:12][C:13]([C:16](=[O:18])[CH3:17])=[N:14][CH:15]=2)=[CH:6][CH:5]=1)([O-:3])=[O:2].[BH4-].[Na+], predict the reaction product. The product is: [N+:1]([C:4]1[CH:5]=[CH:6][C:7]([C:10]2[CH:11]=[CH:12][C:13]([CH:16]([OH:18])[CH3:17])=[N:14][CH:15]=2)=[CH:8][CH:9]=1)([O-:3])=[O:2].